Dataset: NCI-60 drug combinations with 297,098 pairs across 59 cell lines. Task: Regression. Given two drug SMILES strings and cell line genomic features, predict the synergy score measuring deviation from expected non-interaction effect. (1) Drug 1: C1=CC(=C(C=C1I)F)NC2=C(C=CC(=C2F)F)C(=O)NOCC(CO)O. Drug 2: CCC1(C2=C(COC1=O)C(=O)N3CC4=CC5=C(C=CC(=C5CN(C)C)O)N=C4C3=C2)O. Cell line: SK-OV-3. Synergy scores: CSS=51.7, Synergy_ZIP=1.60, Synergy_Bliss=1.62, Synergy_Loewe=0.327, Synergy_HSA=4.13. (2) Drug 1: CC12CCC(CC1=CCC3C2CCC4(C3CC=C4C5=CN=CC=C5)C)O. Drug 2: CNC(=O)C1=NC=CC(=C1)OC2=CC=C(C=C2)NC(=O)NC3=CC(=C(C=C3)Cl)C(F)(F)F. Cell line: MALME-3M. Synergy scores: CSS=24.4, Synergy_ZIP=-7.87, Synergy_Bliss=-0.362, Synergy_Loewe=-7.06, Synergy_HSA=-2.74. (3) Drug 1: COCCOC1=C(C=C2C(=C1)C(=NC=N2)NC3=CC=CC(=C3)C#C)OCCOC.Cl. Drug 2: CC1C(C(CC(O1)OC2CC(CC3=C2C(=C4C(=C3O)C(=O)C5=C(C4=O)C(=CC=C5)OC)O)(C(=O)CO)O)N)O.Cl. Cell line: OVCAR-8. Synergy scores: CSS=57.8, Synergy_ZIP=2.31, Synergy_Bliss=4.48, Synergy_Loewe=8.32, Synergy_HSA=9.68. (4) Drug 1: C1=CC(=CC=C1CC(C(=O)O)N)N(CCCl)CCCl.Cl. Drug 2: C(CCl)NC(=O)N(CCCl)N=O. Cell line: TK-10. Synergy scores: CSS=11.0, Synergy_ZIP=0.657, Synergy_Bliss=6.78, Synergy_Loewe=1.62, Synergy_HSA=2.23. (5) Drug 1: C1CN1P(=S)(N2CC2)N3CC3. Drug 2: C(=O)(N)NO. Cell line: HT29. Synergy scores: CSS=1.01, Synergy_ZIP=-1.45, Synergy_Bliss=1.17, Synergy_Loewe=-4.38, Synergy_HSA=0.0152. (6) Drug 1: C1=CC(=CC=C1C#N)C(C2=CC=C(C=C2)C#N)N3C=NC=N3. Drug 2: CC1=C2C(C(=O)C3(C(CC4C(C3C(C(C2(C)C)(CC1OC(=O)C(C(C5=CC=CC=C5)NC(=O)C6=CC=CC=C6)O)O)OC(=O)C7=CC=CC=C7)(CO4)OC(=O)C)O)C)OC(=O)C. Cell line: SF-268. Synergy scores: CSS=-8.30, Synergy_ZIP=3.35, Synergy_Bliss=1.75, Synergy_Loewe=-17.6, Synergy_HSA=-13.6.